This data is from Peptide-MHC class II binding affinity with 134,281 pairs from IEDB. The task is: Regression. Given a peptide amino acid sequence and an MHC pseudo amino acid sequence, predict their binding affinity value. This is MHC class II binding data. (1) The peptide sequence is AFMLAWNYGVPRVMS. The MHC is HLA-DQA10102-DQB10502 with pseudo-sequence HLA-DQA10102-DQB10502. The binding affinity (normalized) is 0.362. (2) The peptide sequence is CLFLLPSLATVAYFN. The MHC is DRB5_0101 with pseudo-sequence DRB5_0101. The binding affinity (normalized) is 0.235. (3) The peptide sequence is EKKYFAATQFEPLHA. The MHC is HLA-DQA10501-DQB10201 with pseudo-sequence HLA-DQA10501-DQB10201. The binding affinity (normalized) is 0.566. (4) The peptide sequence is HVGAKQENWNTDIKT. The MHC is HLA-DQA10201-DQB10402 with pseudo-sequence HLA-DQA10201-DQB10402. The binding affinity (normalized) is 0. (5) The binding affinity (normalized) is 0.783. The MHC is DRB1_0101 with pseudo-sequence DRB1_0101. The peptide sequence is FDELFRASINEFIAK. (6) The peptide sequence is KYKTFEAAFTVSSKR. The MHC is DRB1_1501 with pseudo-sequence DRB1_1501. The binding affinity (normalized) is 0.358.